This data is from Forward reaction prediction with 1.9M reactions from USPTO patents (1976-2016). The task is: Predict the product of the given reaction. (1) The product is: [C:31]([C:17]1[N:16]=[C:15]([C:3]2[CH:4]=[C:5]([CH:8]([C:10]3[S:11][CH:12]=[CH:13][N:14]=3)[OH:9])[CH:6]=[CH:7][C:2]=2[F:1])[C:24]2[C:19](=[CH:20][C:21]([N:25]3[CH2:26][CH2:27][O:28][CH2:29][CH2:30]3)=[CH:22][CH:23]=2)[N:18]=1)#[CH:32]. Given the reactants [F:1][C:2]1[CH:7]=[CH:6][C:5]([CH:8]([C:10]2[S:11][CH:12]=[CH:13][N:14]=2)[OH:9])=[CH:4][C:3]=1[C:15]1[C:24]2[C:19](=[CH:20][C:21]([N:25]3[CH2:30][CH2:29][O:28][CH2:27][CH2:26]3)=[CH:22][CH:23]=2)[N:18]=[C:17]([C:31]#[C:32][Si](CC)(CC)CC)[N:16]=1.[OH-].[K+].Cl.[Cl-].[Na+], predict the reaction product. (2) The product is: [F:74][C:68]1[CH:69]=[C:70]([O:72][CH3:73])[CH:71]=[C:42]([F:41])[C:43]=1[CH2:44][N:45]1[C:50]2[N:51]=[CH:52][CH:53]=[CH:54][C:49]=2[S:48](=[O:56])(=[O:55])[N:47]([C:57]2[CH:62]=[C:61]([O:10][CH3:8])[N:16]=[C:59]([O:65][CH3:66])[CH:58]=2)[C:46]1=[O:67]. Given the reactants FC1C=[C:8]([O:10]C)C=C(F)C=1CN.C([N:16](CC)C(C)C)(C)C.C(N1C=CN=C1)(N1C=CN=C1)=O.C(N(CC)CC)C.[F:41][C:42]1[CH:71]=[C:70]([O:72][CH3:73])[CH:69]=[C:68]([F:74])[C:43]=1[CH2:44][N:45]1[C:50]2[N:51]=[CH:52][CH:53]=[CH:54][C:49]=2[S:48](=[O:56])(=[O:55])[N:47]([C:57]2[CH:62]=[CH:61]C(OC)=[C:59]([O:65][CH3:66])[CH:58]=2)[C:46]1=[O:67], predict the reaction product. (3) Given the reactants [C:1]([O-])([O-])=O.[K+].[K+].[O:7]=[C:8]1[N:12](/[CH:13]=[CH:14]/[C:15]([O:17][CH3:18])=[O:16])[N:11]=[N:10][NH:9]1.IC.O, predict the reaction product. The product is: [CH3:1][N:9]1[C:8](=[O:7])[N:12](/[CH:13]=[CH:14]/[C:15]([O:17][CH3:18])=[O:16])[N:11]=[N:10]1. (4) Given the reactants [F:1][C:2]1[C:3]([CH3:26])=[C:4]([C:8]2([C:22]([O:24][CH3:25])=[O:23])[CH2:13][CH:12]=[C:11](OS(C(F)(F)F)(=O)=O)[CH2:10][CH2:9]2)[CH:5]=[CH:6][CH:7]=1.[N:27]1[C:36]2[C:31](=[CH:32][C:33](B(O)O)=[CH:34][CH:35]=2)[N:30]=[CH:29][CH:28]=1.Cl.[F-].[Cs+], predict the reaction product. The product is: [F:1][C:2]1[C:3]([CH3:26])=[C:4]([C:8]2([C:22]([O:24][CH3:25])=[O:23])[CH2:13][CH:12]=[C:11]([C:34]3[CH:35]=[C:36]4[C:31](=[CH:32][CH:33]=3)[N:30]=[CH:29][CH:28]=[N:27]4)[CH2:10][CH2:9]2)[CH:5]=[CH:6][CH:7]=1. (5) Given the reactants [I-].[CH2:2]([N+:6]1([CH:12]2[CH2:17][CH:16]([CH3:18])[CH2:15][C:14]([CH3:20])([CH3:19])[CH2:13]2)[CH2:11][CH2:10][CH2:9][CH2:8][CH2:7]1)[CH2:3][CH2:4][CH3:5].[OH-:21], predict the reaction product. The product is: [OH-:21].[CH2:2]([N+:6]1([CH:12]2[CH2:17][CH:16]([CH3:18])[CH2:15][C:14]([CH3:19])([CH3:20])[CH2:13]2)[CH2:11][CH2:10][CH2:9][CH2:8][CH2:7]1)[CH2:3][CH2:4][CH3:5]. (6) Given the reactants Cl[C:2]1[C:7]([Cl:8])=[N:6][CH:5]=[CH:4][N:3]=1.[CH2:9]([N:16]1[CH2:21][CH2:20][NH:19][CH:18]([CH3:22])[CH2:17]1)[C:10]1[CH:15]=[CH:14][CH:13]=[CH:12][CH:11]=1.C([O-])([O-])=O.[K+].[K+], predict the reaction product. The product is: [Cl:8][C:7]1[C:2]([N:19]2[CH2:20][CH2:21][N:16]([CH2:9][C:10]3[CH:11]=[CH:12][CH:13]=[CH:14][CH:15]=3)[CH2:17][CH:18]2[CH3:22])=[N:3][CH:4]=[CH:5][N:6]=1. (7) Given the reactants [CH3:1][C:2]1[S:6][C:5]([CH2:7][CH2:8][NH:9][C:10](=O)[CH3:11])=[CH:4][CH:3]=1.O=P12OP3(OP(OP(O3)(O1)=O)(=O)O2)=O, predict the reaction product. The product is: [CH3:1][C:2]1[S:6][C:5]2[CH2:7][CH2:8][N:9]=[C:10]([CH3:11])[C:4]=2[CH:3]=1.